This data is from Full USPTO retrosynthesis dataset with 1.9M reactions from patents (1976-2016). The task is: Predict the reactants needed to synthesize the given product. (1) Given the product [F:1][C:2]1[CH:18]=[C:17]([CH2:19][CH2:20][OH:30])[CH:16]=[CH:15][C:3]=1[O:4][C:5]1[CH:10]=[N:9][C:8]([C:11]([F:12])([F:13])[F:14])=[N:7][CH:6]=1, predict the reactants needed to synthesize it. The reactants are: [F:1][C:2]1[CH:18]=[C:17]([CH:19]=[CH2:20])[CH:16]=[CH:15][C:3]=1[O:4][C:5]1[CH:6]=[N:7][C:8]([C:11]([F:14])([F:13])[F:12])=[N:9][CH:10]=1.B1C2CCCC1CCC2.[OH-:30].[Na+].OO. (2) Given the product [OH:16][C:17]1[CH:24]=[CH:23][CH:22]=[C:21]([O:1][CH2:2][C@@H:3]2[CH2:7][CH2:6][CH2:5][N:4]2[C:8](=[O:9])[C:10]2[CH:15]=[CH:14][CH:13]=[CH:12][N:11]=2)[C:18]=1[CH:19]=[O:20], predict the reactants needed to synthesize it. The reactants are: [OH:1][CH2:2][C@@H:3]1[CH2:7][CH2:6][CH2:5][N:4]1[C:8]([C:10]1[CH:15]=[CH:14][CH:13]=[CH:12][N:11]=1)=[O:9].[OH:16][C:17]1[CH:24]=[CH:23][CH:22]=[C:21](O)[C:18]=1[CH:19]=[O:20].C1C=CC(P(C2C=CC=CC=2)C2C=CC=CC=2)=CC=1.CC(OC(/N=N/C(OC(C)C)=O)=O)C. (3) Given the product [CH:37]([NH:1][CH2:2][CH2:3][CH:4]1[CH2:20][N:8]2[C:9](=[O:19])[CH:10]=[C:11]([C:13]3[CH:14]=[CH:15][CH:16]=[CH:17][CH:18]=3)[N:12]=[C:7]2[N:6]([C:21]2[CH:26]=[CH:25][N:24]=[C:23]([NH:27][CH2:28][CH2:29][C:30]3[CH:35]=[CH:34][CH:33]=[CH:32][CH:31]=3)[N:22]=2)[CH2:5]1)([CH3:39])[CH3:36], predict the reactants needed to synthesize it. The reactants are: [NH2:1][CH2:2][CH2:3][CH:4]1[CH2:20][N:8]2[C:9](=[O:19])[CH:10]=[C:11]([C:13]3[CH:18]=[CH:17][CH:16]=[CH:15][CH:14]=3)[N:12]=[C:7]2[N:6]([C:21]2[CH:26]=[CH:25][N:24]=[C:23]([NH:27][CH2:28][CH2:29][C:30]3[CH:35]=[CH:34][CH:33]=[CH:32][CH:31]=3)[N:22]=2)[CH2:5]1.[CH3:36][C:37]([CH3:39])=O.ClCCl.C(O[BH-](OC(=O)C)OC(=O)C)(=O)C.[Na+]. (4) Given the product [F:34][C:18]1[CH:17]=[C:16]([CH:21]=[C:20]([F:22])[C:19]=1[O:23][Si:24]([CH:25]([CH3:27])[CH3:26])([CH:28]([CH3:30])[CH3:29])[CH:31]([CH3:32])[CH3:33])[CH2:15][CH:11]([CH2:12][OH:13])[CH2:10][CH2:9][C:6]1[CH:5]=[CH:4][C:3]([C:1]#[N:2])=[CH:8][CH:7]=1, predict the reactants needed to synthesize it. The reactants are: [C:1]([C:3]1[CH:8]=[CH:7][C:6]([CH2:9][CH2:10][CH:11]([CH2:15][C:16]2[CH:21]=[C:20]([F:22])[C:19]([O:23][Si:24]([CH:31]([CH3:33])[CH3:32])([CH:28]([CH3:30])[CH3:29])[CH:25]([CH3:27])[CH3:26])=[C:18]([F:34])[CH:17]=2)[C:12](O)=[O:13])=[CH:5][CH:4]=1)#[N:2].[Cl-].[NH4+]. (5) Given the product [C:20]([C@H:24]1[CH2:29][CH2:28][C@H:27]([O:1][C:2]2[C:3]([I:19])=[C:4]3[C:9](=[CH:10][CH:11]=2)[N:8]=[C:7]([C@:12]2([CH3:18])[CH2:16][O:15][C:14](=[O:17])[NH:13]2)[N:6]=[CH:5]3)[CH2:26][CH2:25]1)([CH3:23])([CH3:22])[CH3:21], predict the reactants needed to synthesize it. The reactants are: [OH:1][C:2]1[C:3]([I:19])=[C:4]2[C:9](=[CH:10][CH:11]=1)[N:8]=[C:7]([C@:12]1([CH3:18])[CH2:16][O:15][C:14](=[O:17])[NH:13]1)[N:6]=[CH:5]2.[C:20]([CH:24]1[CH2:29][CH2:28][CH:27](OS(C)(=O)=O)[CH2:26][CH2:25]1)([CH3:23])([CH3:22])[CH3:21].C(=O)([O-])[O-].[Cs+].[Cs+].C(O)(C)(C)C.CC(=O)CC. (6) Given the product [ClH:1].[Cl:1][C:2]1[C:8]([OH:9])=[CH:7][C:5]([NH:6][C:12]2[C:21]3[C:16](=[CH:17][C:18]([O:24][CH2:25][C:26]4[CH:31]=[CH:30][N:29]=[CH:28][CH:27]=4)=[C:19]([O:22][CH3:23])[CH:20]=3)[N:15]=[CH:14][N:13]=2)=[C:4]([F:10])[CH:3]=1, predict the reactants needed to synthesize it. The reactants are: [Cl:1][C:2]1[C:8]([OH:9])=[CH:7][C:5]([NH2:6])=[C:4]([F:10])[CH:3]=1.Cl[C:12]1[C:21]2[C:16](=[CH:17][C:18]([O:24][CH2:25][C:26]3[CH:31]=[CH:30][N:29]=[CH:28][CH:27]=3)=[C:19]([O:22][CH3:23])[CH:20]=2)[N:15]=[CH:14][N:13]=1.Cl. (7) Given the product [CH:10]1([CH2:13][O:14][C:15]2[CH:16]=[CH:17][C:18]([C:21]3[C:29]4[C:24](=[CH:25][CH:26]=[C:27]([O:30][CH2:2][CH3:3])[CH:28]=4)[N:23]([CH2:31][C:32]4[CH:37]=[CH:36][CH:35]=[C:34]([O:38][CH3:39])[CH:33]=4)[C:22]=3[C:40]([O:42][CH2:43][CH3:44])=[O:41])=[CH:19][CH:20]=2)[CH2:12][CH2:11]1, predict the reactants needed to synthesize it. The reactants are: I[CH2:2][CH3:3].C(=O)([O-])[O-].[K+].[K+].[CH:10]1([CH2:13][O:14][C:15]2[CH:20]=[CH:19][C:18]([C:21]3[C:29]4[C:24](=[CH:25][CH:26]=[C:27]([OH:30])[CH:28]=4)[N:23]([CH2:31][C:32]4[CH:37]=[CH:36][CH:35]=[C:34]([O:38][CH3:39])[CH:33]=4)[C:22]=3[C:40]([O:42][CH2:43][CH3:44])=[O:41])=[CH:17][CH:16]=2)[CH2:12][CH2:11]1.